From a dataset of Reaction yield outcomes from USPTO patents with 853,638 reactions. Predict the reaction yield, written as a fraction of the theoretical maximum amount of product (1.0 means a 100% yield; for example, 0.34 means a 34% yield). (1) The reactants are C(NC(C)C)(C)C.[Li]CCCC.[CH2:13]([N:20]1[C:24]([CH3:26])([CH3:25])[CH2:23][CH2:22][C:21]1=[O:27])[C:14]1[CH:19]=[CH:18][CH:17]=[CH:16][CH:15]=1.[C:28](=O)([O:31]C)[O:29][CH3:30]. The catalyst is C1COCC1. The product is [CH2:13]([N:20]1[C:24]([CH3:25])([CH3:26])[CH2:23][CH:22]([C:28]([O:29][CH3:30])=[O:31])[C:21]1=[O:27])[C:14]1[CH:19]=[CH:18][CH:17]=[CH:16][CH:15]=1. The yield is 0.400. (2) The reactants are [CH3:1][O:2][C:3]1[CH:25]=[CH:24][C:6]([CH2:7][N:8]2[CH:12]=[C:11]([C:13](N(OC)C)=[O:14])[C:10]([CH:19]([OH:23])[CH:20]([CH3:22])[CH3:21])=[N:9]2)=[CH:5][CH:4]=1.[CH2:26]1COC[CH2:27]1. No catalyst specified. The product is [CH3:1][O:2][C:3]1[CH:4]=[CH:5][C:6]([CH2:7][N:8]2[CH:12]=[C:11]([C:13](=[O:14])[CH:26]=[CH2:27])[C:10]([CH:19]([OH:23])[CH:20]([CH3:21])[CH3:22])=[N:9]2)=[CH:24][CH:25]=1. The yield is 0.450.